Dataset: Catalyst prediction with 721,799 reactions and 888 catalyst types from USPTO. Task: Predict which catalyst facilitates the given reaction. Reactant: Cl.[CH:2]1([NH2:9])[CH2:7][CH:6]=[CH:5][CH2:4][CH:3]1[NH2:8].[C:10](=[O:13])([O-:12])[O-].[K+].[K+].Cl[C:17]([O:19][CH2:20][C:21]1[CH:26]=[CH:25][CH:24]=[CH:23][CH:22]=1)=[O:18]. Product: [CH2:20]([O:12][C:10]([NH:8][C@@H:3]1[CH2:4][CH:5]=[CH:6][CH2:7][C@@H:2]1[NH:9][C:17]([O:19][CH2:20][C:21]1[CH:26]=[CH:25][CH:24]=[CH:23][CH:22]=1)=[O:18])=[O:13])[C:21]1[CH:26]=[CH:25][CH:24]=[CH:23][CH:22]=1. The catalyst class is: 192.